The task is: Predict the reaction yield, written as a fraction of the theoretical maximum amount of product (1.0 means a 100% yield; for example, 0.34 means a 34% yield).. This data is from Reaction yield outcomes from USPTO patents with 853,638 reactions. (1) No catalyst specified. The product is [Cl:1][C:2]1[CH:7]=[CH:6][CH:5]=[CH:4][C:3]=1[C@H:8]([O:10][C:11]1[CH:15]=[C:14]([N:16]2[C:20]3[CH:21]=[C:22]([O:25][CH:26]4[CH2:31][CH2:30][N:29]([CH3:32])[CH2:28][CH2:27]4)[CH:23]=[CH:24][C:19]=3[N:18]=[CH:17]2)[S:13][C:12]=1[C:33]([NH2:39])=[O:35])[CH3:9]. The reactants are [Cl:1][C:2]1[CH:7]=[CH:6][CH:5]=[CH:4][C:3]=1[C@H:8]([O:10][C:11]1[CH:15]=[C:14]([N:16]2[C:20]3[CH:21]=[C:22]([O:25][CH:26]4[CH2:31][CH2:30][N:29]([CH3:32])[CH2:28][CH2:27]4)[CH:23]=[CH:24][C:19]=3[N:18]=[CH:17]2)[S:13][C:12]=1[C:33]([O:35]C)=O)[CH3:9].CO.[NH3:39]. The yield is 1.00. (2) The reactants are [CH3:1][C:2]1([CH3:12])[O:6][C:5](=[CH:7][C:8](Cl)=[O:9])[C:4](=[O:11])[O:3]1.[C:13]([C:15]1[CH:24]=[CH:23][C:18]([CH2:19][NH:20][O:21][CH3:22])=[CH:17][CH:16]=1)#[N:14]. No catalyst specified. The product is [C:13]([C:15]1[CH:24]=[CH:23][C:18]([CH2:19][N:20]([O:21][CH3:22])[C:8](=[O:9])[CH:7]=[C:5]2[C:4](=[O:11])[O:3][C:2]([CH3:12])([CH3:1])[O:6]2)=[CH:17][CH:16]=1)#[N:14]. The yield is 0.990. (3) The reactants are [CH2:1]([CH:4]([CH2:7][CH2:8][CH2:9][CH2:10][CH3:11])[CH2:5][OH:6])[CH2:2][CH3:3].[F:12][C:13]([F:26])([F:25])[S:14](O[S:14]([C:13]([F:26])([F:25])[F:12])(=[O:16])=[O:15])(=[O:16])=[O:15].C([O-])(O)=O.[Na+]. The catalyst is C(Cl)Cl. The product is [O:6]([CH2:5][CH:4]([CH2:1][CH2:2][CH3:3])[CH2:7][CH2:8][CH2:9][CH2:10][CH3:11])[S:14]([C:13]([F:26])([F:25])[F:12])(=[O:16])=[O:15]. The yield is 0.941. (4) The reactants are [C:1]([N:5]1[C:28]2[C:27](=[O:29])[CH2:26][C:10]3([CH2:15][CH2:14][N:13](C(OCC4C=CC=CC=4)=O)[CH2:12][CH2:11]3)[CH2:9][C:8]=2[CH:7]=[N:6]1)([CH3:4])([CH3:3])[CH3:2].CC1CC=CCC=1.Cl. The catalyst is C(O)C.[Pd].C(OCC)(=O)C.O1CCOCC1. The product is [C:1]([N:5]1[C:28]2[C:27](=[O:29])[CH2:26][C:10]3([CH2:15][CH2:14][NH:13][CH2:12][CH2:11]3)[CH2:9][C:8]=2[CH:7]=[N:6]1)([CH3:4])([CH3:2])[CH3:3]. The yield is 0.970.